From a dataset of Reaction yield outcomes from USPTO patents with 853,638 reactions. Predict the reaction yield, written as a fraction of the theoretical maximum amount of product (1.0 means a 100% yield; for example, 0.34 means a 34% yield). (1) The reactants are [CH3:1][N:2]([CH3:12])[C:3]1[S:7][C:6]([C:8]([NH:10][NH2:11])=[O:9])=[CH:5][CH:4]=1.[NH:13]([C:22]([O:24][CH2:25][C:26]1[CH:31]=[CH:30][CH:29]=[CH:28][CH:27]=1)=[O:23])[C@H:14]([C:19](O)=[O:20])[CH2:15][CH:16]([CH3:18])[CH3:17].C(Cl)CCl.C1C=CC2N(O)N=NC=2C=1. The catalyst is CN(C=O)C. The product is [CH3:17][CH:16]([CH3:18])[CH2:15][C@H:14]([NH:13][C:22]([O:24][CH2:25][C:26]1[CH:31]=[CH:30][CH:29]=[CH:28][CH:27]=1)=[O:23])[C:19]([NH:11][NH:10][C:8]([C:6]1[S:7][C:3]([N:2]([CH3:12])[CH3:1])=[CH:4][CH:5]=1)=[O:9])=[O:20]. The yield is 0.610. (2) The reactants are [O:1]=[C:2]([NH:10][CH2:11][CH2:12][CH2:13][CH2:14][NH:15][C:16](=[O:25])[O:17][CH2:18][C:19]1[CH:24]=[CH:23][CH:22]=[CH:21][CH:20]=1)[NH:3][NH:4][C:5](OCC)=[O:6].C([O-])([O-])=O.[K+].[K+]. The catalyst is C(O)C. The product is [O:6]=[C:5]1[N:10]([CH2:11][CH2:12][CH2:13][CH2:14][NH:15][C:16](=[O:25])[O:17][CH2:18][C:19]2[CH:24]=[CH:23][CH:22]=[CH:21][CH:20]=2)[C:2](=[O:1])[NH:3][NH:4]1. The yield is 0.440.